From a dataset of Forward reaction prediction with 1.9M reactions from USPTO patents (1976-2016). Predict the product of the given reaction. (1) Given the reactants CC1(C)C(C)(C)OB([C:9]2[CH:14]=[CH:13][C:12]([O:15][CH:16]3[CH2:21][CH2:20][O:19][CH2:18][CH2:17]3)=[CH:11][C:10]=2[CH3:22])O1.Br[C:25]1[C:29]2[CH:30]=[C:31]([O:34][CH2:35][C:36]3[CH:41]=[CH:40][C:39]([C@@H:42]([C:49]#[C:50][CH3:51])[CH2:43][C:44]([O:46][CH2:47][CH3:48])=[O:45])=[CH:38][CH:37]=3)[CH:32]=[CH:33][C:28]=2[S:27][CH:26]=1.C([O-])([O-])=O.[Cs+].[Cs+], predict the reaction product. The product is: [CH3:22][C:10]1[CH:11]=[C:12]([O:15][CH:16]2[CH2:17][CH2:18][O:19][CH2:20][CH2:21]2)[CH:13]=[CH:14][C:9]=1[C:25]1[C:29]2[CH:30]=[C:31]([O:34][CH2:35][C:36]3[CH:41]=[CH:40][C:39]([C@@H:42]([C:49]#[C:50][CH3:51])[CH2:43][C:44]([O:46][CH2:47][CH3:48])=[O:45])=[CH:38][CH:37]=3)[CH:32]=[CH:33][C:28]=2[S:27][CH:26]=1. (2) Given the reactants Br[C:2]1[CH:3]=[C:4]([CH:8]([O:19][CH:20]2[CH2:25][CH2:24][N:23]([CH3:26])[CH2:22][CH2:21]2)[C:9]2[NH:13][C:12]3[CH:14]=[CH:15][C:16]([F:18])=[CH:17][C:11]=3[N:10]=2)[CH:5]=[CH:6][CH:7]=1.[C:27]([N:32]1[C:36](=[O:37])[C:35]2=[CH:38][CH:39]=[CH:40][CH:41]=[C:34]2[C:33]1=[O:42])#[C:28][CH2:29][CH2:30][CH3:31].C(NCC)C, predict the reaction product. The product is: [F:18][C:16]1[CH:15]=[CH:14][C:12]2[NH:13][C:9]([CH:8]([O:19][CH:20]3[CH2:25][CH2:24][N:23]([CH3:26])[CH2:22][CH2:21]3)[C:4]3[CH:3]=[C:2]([C:31]#[C:30][CH2:29][CH2:28][CH2:27][N:32]4[C:33](=[O:42])[C:34]5[C:35](=[CH:38][CH:39]=[CH:40][CH:41]=5)[C:36]4=[O:37])[CH:7]=[CH:6][CH:5]=3)=[N:10][C:11]=2[CH:17]=1. (3) Given the reactants [OH:1][C:2]1[CH:11]=[C:10]2[C:5]([C:6]([NH:12][C:13]3[CH:21]=[C:20]4[C:16]([CH:17]=[CH:18][NH:19]4)=[CH:15][CH:14]=3)=[N:7][CH:8]=[N:9]2)=[CH:4][C:3]=1[O:22][CH3:23].O[CH2:25][CH2:26][C:27]1[S:31][CH:30]=[N:29][C:28]=1[CH3:32], predict the reaction product. The product is: [CH3:23][O:22][C:3]1[CH:4]=[C:5]2[C:10](=[CH:11][C:2]=1[O:1][CH2:25][CH2:26][C:27]1[S:31][CH:30]=[N:29][C:28]=1[CH3:32])[N:9]=[CH:8][N:7]=[C:6]2[NH:12][C:13]1[CH:21]=[C:20]2[C:16]([CH:17]=[CH:18][NH:19]2)=[CH:15][CH:14]=1. (4) Given the reactants [C:1]([O:4][C@H:5]1[C@H:10]([O:11][C:12](=[O:14])[CH3:13])[CH2:9][C@H:8]([C:15]2[CH:20]=[CH:19][N:18]=[CH:17][C:16]=2[NH2:21])[O:7][C@@H:6]1[CH2:22][O:23][S:24]([C:27]1[CH:33]=[CH:32][C:30]([CH3:31])=[CH:29][CH:28]=1)(=[O:26])=[O:25])(=[O:3])[CH3:2].[F:34][C:35]1[CH:40]=[CH:39][CH:38]=[C:37]([F:41])[C:36]=1[C:42]1[N:47]=[C:46]([C:48]([OH:50])=[O:49])[CH:45]=[CH:44][C:43]=1[F:51].CCN=C=NCCCN(C)C.C1C=NC2N(O)N=NC=2C=1, predict the reaction product. The product is: [C:1]([O:4][C@H:5]1[C@H:10]([O:11][C:12](=[O:14])[CH3:13])[CH2:9][C@H:8]([C:15]2[CH:20]=[CH:19][N:18]=[CH:17][C:16]=2[NH:21][C:48](=[O:49])[C:46]2[CH:45]=[CH:44][C:43]([F:51])=[C:42]([C:36]3[C:35]([F:34])=[CH:40][CH:39]=[CH:38][C:37]=3[F:41])[N:47]=2)[O:7][C@@H:6]1[CH2:22][O:23][S:24]([C:27]1[CH:33]=[CH:32][C:30]([CH3:31])=[CH:29][CH:28]=1)(=[O:25])=[O:26])(=[O:3])[CH3:2].[C:1]([O:4][C@H:5]1[CH2:10][CH2:9][C@H:8]([C:15]2[CH:20]=[CH:19][N:18]=[CH:17][C:16]=2[NH:21][C:48](=[O:50])[C:46]2[CH:45]=[CH:44][C:43]([F:51])=[C:42]([C:36]3[C:37]([F:41])=[CH:38][CH:39]=[CH:40][C:35]=3[F:34])[N:47]=2)[O:7][C@@H:6]1[CH2:22][O:23][S:24]([C:27]1[CH:33]=[CH:32][C:30]([CH3:31])=[CH:29][CH:28]=1)(=[O:26])=[O:25])(=[O:3])[CH3:2]. (5) Given the reactants [Cl:1][C:2]1[N:7]=[C:6]([N:8]2[CH2:13][CH2:12][S:11][CH2:10][CH2:9]2)[CH:5]=[N:4][CH:3]=1.C1C(=O)N([Br:21])C(=O)C1, predict the reaction product. The product is: [Br:21][C:3]1[N:4]=[CH:5][C:6]([N:8]2[CH2:9][CH2:10][S:11][CH2:12][CH2:13]2)=[N:7][C:2]=1[Cl:1]. (6) Given the reactants C(OC([NH:11][C@H:12]1[CH2:17][CH2:16][C@H:15]([N:18]([CH2:26][CH2:27][O:28][CH3:29])[C:19](=[O:25])[O:20][C:21]([CH3:24])([CH3:23])[CH3:22])[C@@H:14]([OH:30])[CH2:13]1)=O)C1C=CC=CC=1.[H][H], predict the reaction product. The product is: [NH2:11][C@H:12]1[CH2:17][CH2:16][C@H:15]([N:18]([CH2:26][CH2:27][O:28][CH3:29])[C:19](=[O:25])[O:20][C:21]([CH3:24])([CH3:23])[CH3:22])[C@@H:14]([OH:30])[CH2:13]1. (7) Given the reactants [CH2:1]([C:3]1[C:4]([O:13][CH3:14])=[N:5][C:6]([CH3:12])=[C:7]([CH:11]=1)[C:8]([OH:10])=O)[CH3:2].F[B-](F)(F)F.[O:20]=[C:21]1C=CC=C[N:22]1OC(N(C)C)=[N+](C)C.O.OC1C2N=N[NH:42]C=2C=CC=1.C(N(C(C)C)C(C)C)C, predict the reaction product. The product is: [CH:21]([NH:22][NH:42][C:8](=[O:10])[C:7]1[CH:11]=[C:3]([CH2:1][CH3:2])[C:4]([O:13][CH3:14])=[N:5][C:6]=1[CH3:12])=[O:20]. (8) Given the reactants [Cl:1][CH2:2][CH2:3][C:4]([C:6]1[CH:11]=[CH:10][CH:9]=[CH:8][CH:7]=1)=[O:5].[NH4+].[Cl-].I[CH2:15][C:16]([CH3:18])=[CH2:17], predict the reaction product. The product is: [Cl:1][CH2:2][CH2:3][C:4]([C:6]1[CH:11]=[CH:10][CH:9]=[CH:8][CH:7]=1)([OH:5])[CH2:17][C:16]([CH3:18])=[CH2:15]. (9) The product is: [CH2:1]([C@H:8]([NH:26][C:27]([C:29]1[N:33]2[CH2:34][CH2:35][N:36]([C:38]([O:40][C:41]([CH3:44])([CH3:42])[CH3:43])=[O:39])[CH2:37][C:32]2=[C:31]([C:45]([OH:47])=[O:46])[CH:30]=1)=[O:28])[C@H:9]([OH:25])[CH2:10][NH:11][C:12]1([C:15]2[CH:20]=[CH:19][CH:18]=[C:17]([C:21]([F:24])([F:23])[F:22])[CH:16]=2)[CH2:13][CH2:14]1)[C:2]1[CH:3]=[CH:4][CH:5]=[CH:6][CH:7]=1. Given the reactants [CH2:1]([C@H:8]([NH:26][C:27]([C:29]1[N:33]2[CH2:34][CH2:35][N:36]([C:38]([O:40][C:41]([CH3:44])([CH3:43])[CH3:42])=[O:39])[CH2:37][C:32]2=[C:31]([C:45]([O:47]C)=[O:46])[CH:30]=1)=[O:28])[C@H:9]([OH:25])[CH2:10][NH:11][C:12]1([C:15]2[CH:20]=[CH:19][CH:18]=[C:17]([C:21]([F:24])([F:23])[F:22])[CH:16]=2)[CH2:14][CH2:13]1)[C:2]1[CH:7]=[CH:6][CH:5]=[CH:4][CH:3]=1.[OH-].[Na+].Cl, predict the reaction product. (10) Given the reactants F[C:2](F)(F)[C:3]([OH:5])=O.[NH2:8][C:9]1[C:14]([C:15]([C:17]2[CH:22]=[CH:21][CH:20]=[CH:19][C:18]=2[O:23][CH3:24])=[O:16])=[CH:13][N:12]=[C:11]([NH:25][CH:26]2[CH2:31][CH2:30][NH:29][CH2:28][CH2:27]2)[N:10]=1.Cl.[CH2:33]([N:35]([CH:38](C)C(O)=O)[CH2:36][CH3:37])[CH3:34], predict the reaction product. The product is: [NH2:8][C:9]1[C:14]([C:15](=[O:16])[C:17]2[CH:22]=[CH:21][CH:20]=[CH:19][C:18]=2[O:23][CH3:24])=[CH:13][N:12]=[C:11]([NH:25][CH:26]2[CH2:31][CH2:30][N:29]([C:3](=[O:5])[CH2:2][CH2:38][N:35]([CH2:36][CH3:37])[CH2:33][CH3:34])[CH2:28][CH2:27]2)[N:10]=1.